This data is from Reaction yield outcomes from USPTO patents with 853,638 reactions. The task is: Predict the reaction yield, written as a fraction of the theoretical maximum amount of product (1.0 means a 100% yield; for example, 0.34 means a 34% yield). (1) The reactants are C[N:2](C)[CH:3]=[CH:4][C:5]([C:7]1[C:12](=[O:13])[CH:11]=[CH:10][N:9]([C:14]2[CH:19]=[CH:18][CH:17]=[C:16]([C:20]([F:23])([F:22])[F:21])[CH:15]=2)[N:8]=1)=O.Cl.[CH3:26][C:27]1[CH:32]=[CH:31][CH:30]=[CH:29][C:28]=1[NH:33]N.CCN(CC)CC. The catalyst is C(O)C. The product is [CH3:26][C:27]1[CH:32]=[CH:31][CH:30]=[CH:29][C:28]=1[N:33]1[C:5]([C:7]2[C:12](=[O:13])[CH:11]=[CH:10][N:9]([C:14]3[CH:19]=[CH:18][CH:17]=[C:16]([C:20]([F:23])([F:22])[F:21])[CH:15]=3)[N:8]=2)=[CH:4][CH:3]=[N:2]1. The yield is 0.210. (2) The reactants are [F:1][C:2]1[C:10]([O:11][CH3:12])=[CH:9][CH:8]=[CH:7][C:3]=1[C:4]([OH:6])=O.C1CN([P+](ON2N=NC3C=CC=CC2=3)(N2CCCC2)N2CCCC2)CC1.F[P-](F)(F)(F)(F)F.C(N(CC)CC)C.Cl.[CH3:54][NH:55][O:56][CH3:57]. The catalyst is C(Cl)Cl. The yield is 0.370. The product is [F:1][C:2]1[C:10]([O:11][CH3:12])=[CH:9][CH:8]=[CH:7][C:3]=1[C:4]([N:55]([O:56][CH3:57])[CH3:54])=[O:6]. (3) The reactants are Br[C:2]1[N:7]=[N:6][C:5]([NH2:8])=[N:4][C:3]=1[C:9]1[CH:14]=[CH:13][CH:12]=[CH:11][CH:10]=1.[Cl:15][C:16]1[CH:21]=[CH:20][CH:19]=[CH:18][C:17]=1B(O)O. No catalyst specified. The product is [Cl:15][C:16]1[CH:21]=[CH:20][CH:19]=[CH:18][C:17]=1[C:2]1[N:7]=[N:6][C:5]([NH2:8])=[N:4][C:3]=1[C:9]1[CH:14]=[CH:13][CH:12]=[CH:11][CH:10]=1. The yield is 0.450. (4) The reactants are Br[CH2:2][C:3]([NH:5][C:6]1[CH:11]=[CH:10][C:9]([CH2:12][CH:13]([P:20](=[O:25])([O:23][CH3:24])[O:21][CH3:22])[P:14]([O:18][CH3:19])([O:16][CH3:17])=[O:15])=[CH:8][CH:7]=1)=[O:4].[C:26]([O:30][C:31]([N:33]1[CH2:38][CH2:37][CH2:36][C@H:35]2[CH2:39][N:40]([C:42]3[C:51]([O:52][CH3:53])=[C:50]4[C:45]([C:46](=[O:81])[C:47]([C:57]([O:59]CC(=O)NC(P(OCC)(OCC)=O)P(OCC)(OCC)=O)=[O:58])=[CH:48][N:49]4[CH:54]4[CH2:56][CH2:55]4)=[CH:44][C:43]=3[F:82])[CH2:41][C@@H:34]12)=[O:32])([CH3:29])([CH3:28])[CH3:27]. No catalyst specified. The product is [C:26]([O:30][C:31]([N:33]1[CH2:38][CH2:37][CH2:36][C@H:35]2[CH2:39][N:40]([C:42]3[C:51]([O:52][CH3:53])=[C:50]4[C:45]([C:46](=[O:81])[C:47]([C:57]([O:59][CH2:2][C:3](=[O:4])[NH:5][C:6]5[CH:11]=[CH:10][C:9]([CH2:12][CH:13]([P:20]([O:23][CH3:24])([O:21][CH3:22])=[O:25])[P:14]([O:18][CH3:19])([O:16][CH3:17])=[O:15])=[CH:8][CH:7]=5)=[O:58])=[CH:48][N:49]4[CH:54]4[CH2:56][CH2:55]4)=[CH:44][C:43]=3[F:82])[CH2:41][C@@H:34]12)=[O:32])([CH3:29])([CH3:27])[CH3:28]. The yield is 0.650. (5) The reactants are [Cl:1][C:2]1[CH:3]=[C:4]([C:9]2[N:10]=[C:11]([C:14]3[CH:15]=[CH:16][C:17]([N:20]4[CH2:25][CH2:24][NH:23][CH2:22][CH2:21]4)=[N:18][CH:19]=3)[NH:12][CH:13]=2)[CH:5]=[CH:6][C:7]=1[Cl:8].C(=O)([O-])[O-].[Na+].[Na+].Cl[CH2:33][C:34]([CH3:37])([OH:36])[CH3:35]. The catalyst is C(O)C.[Cl-].[Na+].O. The product is [Cl:1][C:2]1[CH:3]=[C:4]([C:9]2[N:10]=[C:11]([C:14]3[CH:15]=[CH:16][C:17]([N:20]4[CH2:25][CH2:24][N:23]([CH2:33][C:34]([CH3:37])([OH:36])[CH3:35])[CH2:22][CH2:21]4)=[N:18][CH:19]=3)[NH:12][CH:13]=2)[CH:5]=[CH:6][C:7]=1[Cl:8]. The yield is 0.540. (6) The reactants are [ClH:1].[CH3:2][C:3]1[CH:12]=[C:11]([N:13]2[CH2:17][CH2:16][CH2:15][CH2:14]2)[C:10]2[C:5](=[CH:6][C:7]([NH2:23])=[C:8]([N:18]3[CH2:22][CH2:21][CH2:20][CH2:19]3)[CH:9]=2)[N:4]=1.[C:24](OC(=O)C)(=[O:26])[CH3:25]. The catalyst is C(O)(=O)C. The product is [ClH:1].[CH3:2][C:3]1[CH:12]=[C:11]([N:13]2[CH2:17][CH2:16][CH2:15][CH2:14]2)[C:10]2[C:5](=[CH:6][C:7]([NH:23][C:24](=[O:26])[CH3:25])=[C:8]([N:18]3[CH2:22][CH2:21][CH2:20][CH2:19]3)[CH:9]=2)[N:4]=1. The yield is 0.890. (7) The reactants are [F:1][C:2]1[CH:3]=[C:4]([OH:11])[CH:5]=[CH:6][C:7]=1[N+:8]([O-])=O. The catalyst is C(OCC)(=O)C.O1CCCC1.[C].[Pd]. The product is [NH2:8][C:7]1[CH:6]=[CH:5][C:4]([OH:11])=[CH:3][C:2]=1[F:1]. The yield is 0.406. (8) The reactants are [O:1]=[C:2]1[C:7]([CH2:8][C:9]2[CH:14]=[CH:13][C:12]([C:15]3[C:16]([C:21]#[N:22])=[CH:17][CH:18]=[CH:19][CH:20]=3)=[CH:11][CH:10]=2)=[C:6]([CH2:23][CH2:24][CH3:25])[N:5]2[N:26]=[CH:27][N:28]=[C:4]2[N:3]1[CH:29]1[CH2:37][CH2:36][C:35]2[NH:34][N:33]=[CH:32][C:31]=2[CH2:30]1.[H-].[Na+].CN(C)C(=O)C.[CH3:46][C:47]1([CH3:50])[CH2:49][O:48]1. The catalyst is O.C(OCC)(=O)C. The product is [OH:48][C:47]([CH3:50])([CH3:49])[CH2:46][N:33]1[CH:32]=[C:31]2[C:35]([CH2:36][CH2:37][CH:29]([N:3]3[C:2](=[O:1])[C:7]([CH2:8][C:9]4[CH:10]=[CH:11][C:12]([C:15]5[C:16]([C:21]#[N:22])=[CH:17][CH:18]=[CH:19][CH:20]=5)=[CH:13][CH:14]=4)=[C:6]([CH2:23][CH2:24][CH3:25])[N:5]4[N:26]=[CH:27][N:28]=[C:4]34)[CH2:30]2)=[N:34]1. The yield is 0.110. (9) The reactants are [C:1]1([OH:7])[CH:6]=[CH:5][CH:4]=[CH:3][CH:2]=1.[Br:8][C:9]1[CH:16]=[C:15](F)[CH:14]=[CH:13][C:10]=1[CH:11]=[O:12].C([O-])([O-])=O.[K+].[K+]. The catalyst is CN(C=O)C. The product is [Br:8][C:9]1[CH:16]=[C:15]([O:7][C:1]2[CH:6]=[CH:5][CH:4]=[CH:3][CH:2]=2)[CH:14]=[CH:13][C:10]=1[CH:11]=[O:12]. The yield is 0.821. (10) The yield is 0.380. The reactants are C1(P(C2C=CC=CC=2)C2C=CC=CC=2)C=CC=CC=1.BrN1C(=O)CCC1=O.[CH:28]1([CH2:33][CH:34]([C:38]2[CH:43]=[CH:42][C:41]([S:44]([CH3:47])(=[O:46])=[O:45])=[C:40]([F:48])[CH:39]=2)[C:35]([OH:37])=O)[CH2:32][CH2:31][CH2:30][CH2:29]1.[NH2:49][C:50]1[CH:55]=[CH:54][CH:53]=[CH:52][N:51]=1. The product is [CH:28]1([CH2:33][CH:34]([C:38]2[CH:43]=[CH:42][C:41]([S:44]([CH3:47])(=[O:46])=[O:45])=[C:40]([F:48])[CH:39]=2)[C:35]([NH:49][C:50]2[CH:55]=[CH:54][CH:53]=[CH:52][N:51]=2)=[O:37])[CH2:29][CH2:30][CH2:31][CH2:32]1. The catalyst is C(Cl)Cl.